From a dataset of Reaction yield outcomes from USPTO patents with 853,638 reactions. Predict the reaction yield, written as a fraction of the theoretical maximum amount of product (1.0 means a 100% yield; for example, 0.34 means a 34% yield). (1) The reactants are O.Br[C:3]1[CH:4]=[C:5]([C:9](=[O:11])[CH3:10])[CH:6]=[CH:7][CH:8]=1.[Cl:12][C:13]1[CH:14]=[C:15](B(O)O)[CH:16]=[C:17]([Cl:19])[CH:18]=1.C(=O)([O-])[O-].[Na+].[Na+]. The catalyst is Cl[Pd](Cl)([P](C1C=CC=CC=1)(C1C=CC=CC=1)C1C=CC=CC=1)[P](C1C=CC=CC=1)(C1C=CC=CC=1)C1C=CC=CC=1.COCCOC. The product is [Cl:12][C:13]1[CH:14]=[C:15]([C:3]2[CH:8]=[CH:7][CH:6]=[C:5]([C:9](=[O:11])[CH3:10])[CH:4]=2)[CH:16]=[C:17]([Cl:19])[CH:18]=1. The yield is 0.550. (2) The reactants are [CH2:1]([CH:21](CCC(CCCC(CCCC(CCCC(C)C)C)C)C)[OH:22])[CH2:2][CH:3]([CH2:5][CH2:6][CH2:7][CH:8]([CH2:10][CH2:11][CH2:12][CH:13]([CH2:15][CH2:16][CH2:17][CH:18]([CH3:20])[CH3:19])[CH3:14])[CH3:9])[CH3:4].Cl.CN(C)CCCC(O)=O.C(Cl)CCl.C(N(C(C)C)CC)(C)C. The catalyst is ClCCl.CN(C)C1C=CN=CC=1. The product is [CH2:1]([CH2:21][OH:22])[CH2:2][CH:3]([CH2:5][CH2:6][CH2:7][CH:8]([CH2:10][CH2:11][CH2:12][CH:13]([CH2:15][CH2:16][CH2:17][CH:18]([CH3:20])[CH3:19])[CH3:14])[CH3:9])[CH3:4]. The yield is 0.440. (3) The reactants are [Cr](O[Cr]([O-])(=O)=O)([O-])(=O)=[O:2].[NH+]1C=CC=CC=1.[NH+]1C=CC=CC=1.[Si:22]([O:29][C:30]1[CH:35]=[C:34]([O:36][Si:37]([C:40]([CH3:43])([CH3:42])[CH3:41])([CH3:39])[CH3:38])[CH:33]=[CH:32][C:31]=1[C@H:44]1[CH2:49][CH2:48][C@H:47]([CH2:50][OH:51])[CH2:46][CH2:45]1)([C:25]([CH3:28])([CH3:27])[CH3:26])([CH3:24])[CH3:23]. The catalyst is CN(C)C=O. The product is [Si:22]([O:29][C:30]1[CH:35]=[C:34]([O:36][Si:37]([C:40]([CH3:42])([CH3:43])[CH3:41])([CH3:39])[CH3:38])[CH:33]=[CH:32][C:31]=1[C@H:44]1[CH2:45][CH2:46][C@H:47]([C:50]([OH:2])=[O:51])[CH2:48][CH2:49]1)([C:25]([CH3:26])([CH3:27])[CH3:28])([CH3:24])[CH3:23]. The yield is 0.440. (4) The reactants are [NH2:1][C:2]1[CH:7]=[CH:6][C:5]([CH:8]([CH2:17][CH:18]2[CH2:22][CH2:21][CH2:20][CH2:19]2)[C:9]([NH:11][C:12]2[S:13][CH:14]=[CH:15][N:16]=2)=[O:10])=[CH:4][CH:3]=1.C(N(CC)C(C)C)(C)C.[C:32]([O:35][CH2:36][C:37](Cl)=[O:38])(=[O:34])[CH3:33]. The catalyst is O1CCCC1. The product is [CH:18]1([CH2:17][CH:8]([C:5]2[CH:4]=[CH:3][C:2]([NH:1][C:37]([CH2:36][O:35][C:32](=[O:34])[CH3:33])=[O:38])=[CH:7][CH:6]=2)[C:9](=[O:10])[NH:11][C:12]2[S:13][CH:14]=[CH:15][N:16]=2)[CH2:22][CH2:21][CH2:20][CH2:19]1. The yield is 0.227.